Dataset: Reaction yield outcomes from USPTO patents with 853,638 reactions. Task: Predict the reaction yield, written as a fraction of the theoretical maximum amount of product (1.0 means a 100% yield; for example, 0.34 means a 34% yield). The reactants are [OH:1][CH2:2][C:3]1[C:8]([OH:9])=[CH:7][CH:6]=[CH:5][N:4]=1.C(=O)([O-])[O-].[K+].[K+].[CH2:16](Br)[C:17]1[CH:22]=[CH:21][CH:20]=[CH:19][CH:18]=1. The catalyst is CC(C)=O. The product is [CH2:16]([O:9][C:8]1[C:3]([CH2:2][OH:1])=[N:4][CH:5]=[CH:6][CH:7]=1)[C:17]1[CH:22]=[CH:21][CH:20]=[CH:19][CH:18]=1. The yield is 0.660.